From a dataset of Full USPTO retrosynthesis dataset with 1.9M reactions from patents (1976-2016). Predict the reactants needed to synthesize the given product. (1) Given the product [CH3:32][N:2]([CH3:1])[C:3]([C:5]1[C:6]([NH:25][CH:26]2[CH2:31][CH2:30][O:29][CH2:28][CH2:27]2)=[C:7]2[C:20]([CH3:21])=[N:19][N:18]([CH:22]([CH3:24])[CH3:23])[C:8]2=[N:9][C:10]=1[C:11]1[CH:16]=[CH:15][CH:14]=[C:13]([O:17][CH2:40][CH:41]2[CH2:43][O:42]2)[CH:12]=1)=[O:4], predict the reactants needed to synthesize it. The reactants are: [CH3:1][N:2]([CH3:32])[C:3]([C:5]1[C:6]([NH:25][CH:26]2[CH2:31][CH2:30][O:29][CH2:28][CH2:27]2)=[C:7]2[C:20]([CH3:21])=[N:19][N:18]([CH:22]([CH3:24])[CH3:23])[C:8]2=[N:9][C:10]=1[C:11]1[CH:16]=[CH:15][CH:14]=[C:13]([OH:17])[CH:12]=1)=[O:4].C([O-])([O-])=O.[K+].[K+].Cl[CH2:40][CH:41]1[CH2:43][O:42]1.O. (2) Given the product [Cl:1][C:2]1[N:7]=[C:6]([C:8]([O:10][CH2:11][CH3:12])=[O:9])[C:5]([NH:20][CH2:19][C:15]2([CH3:14])[CH2:18][O:17][CH2:16]2)=[CH:4][N:3]=1, predict the reactants needed to synthesize it. The reactants are: [Cl:1][C:2]1[N:7]=[C:6]([C:8]([O:10][CH2:11][CH3:12])=[O:9])[C:5](F)=[CH:4][N:3]=1.[CH3:14][C:15]1([CH2:19][NH2:20])[CH2:18][O:17][CH2:16]1. (3) Given the product [NH2:2][C:3]1[C:4]2[C:14]([O:15][CH2:16][C@H:17]3[CH2:22][CH2:21][CH2:20][CH2:19][N:18]3[C:30](=[O:31])[CH2:29][C:26]3[CH:27]=[CH:28][N:23]=[CH:24][CH:25]=3)=[CH:13][CH:12]=[CH:11][C:5]=2[NH:6][S:7](=[O:9])(=[O:10])[N:8]=1, predict the reactants needed to synthesize it. The reactants are: Cl.[NH2:2][C:3]1[C:4]2[C:14]([O:15][CH2:16][C@H:17]3[CH2:22][CH2:21][CH2:20][CH2:19][NH2+:18]3)=[CH:13][CH:12]=[CH:11][C:5]=2[NH:6][S:7](=[O:10])(=[O:9])[N:8]=1.[N:23]1[CH:28]=[CH:27][C:26]([CH2:29][C:30](O)=[O:31])=[CH:25][CH:24]=1. (4) Given the product [ClH:1].[NH2:27][C@@H:23]1[CH2:24][CH2:25][CH2:26][N:21]([C:2]2[C:7]([C:8]([F:11])([F:10])[F:9])=[CH:6][N:5]=[C:4]3[NH:12][CH:13]=[C:14]([NH:15][C:16](=[O:20])[CH2:17][O:18][CH3:19])[C:3]=23)[CH2:22]1, predict the reactants needed to synthesize it. The reactants are: [Cl:1][C:2]1[C:7]([C:8]([F:11])([F:10])[F:9])=[CH:6][N:5]=[C:4]2[NH:12][CH:13]=[C:14]([NH:15][C:16](=[O:20])[CH2:17][O:18][CH3:19])[C:3]=12.[NH:21]1[CH2:26][CH2:25][CH2:24][C@@H:23]([NH:27]C(=O)OC(C)(C)C)[CH2:22]1.CCN(C(C)C)C(C)C.C(O)(C(F)(F)F)=O.